Dataset: Catalyst prediction with 721,799 reactions and 888 catalyst types from USPTO. Task: Predict which catalyst facilitates the given reaction. (1) Reactant: [CH3:1][O:2][CH2:3][CH:4]([NH:20][CH:21]=O)[CH2:5][C:6]1[CH:11]=[CH:10][C:9]([O:12][CH3:13])=[C:8]([O:14][CH2:15][CH2:16][CH2:17][O:18][CH3:19])[CH:7]=1.O=P(Cl)(Cl)Cl. Product: [CH3:13][O:12][C:9]1[CH:10]=[C:11]2[C:6]([CH2:5][CH:4]([CH2:3][O:2][CH3:1])[N:20]=[CH:21]2)=[CH:7][C:8]=1[O:14][CH2:15][CH2:16][CH2:17][O:18][CH3:19]. The catalyst class is: 10. (2) The catalyst class is: 10. Reactant: [F:1][CH2:2][C@@H:3]1[C@@H:7]([C:8]2[CH:13]=[CH:12][C:11]([C:14]3[O:18][N:17]=[C:16]([CH2:19]OS(C)(=O)=O)[CH:15]=3)=[CH:10][CH:9]=2)[O:6][C:5]([CH3:26])([CH3:25])[N:4]1[C:27]([O:29][C:30]([CH3:33])([CH3:32])[CH3:31])=[O:28].[CH3:34][S:35]([O-:37])=[O:36].[Na+].C1OCCOCCOCCOCCOCCOC1. Product: [F:1][CH2:2][C@@H:3]1[C@@H:7]([C:8]2[CH:9]=[CH:10][C:11]([C:14]3[O:18][N:17]=[C:16]([CH2:19][S:35]([CH3:34])(=[O:37])=[O:36])[CH:15]=3)=[CH:12][CH:13]=2)[O:6][C:5]([CH3:25])([CH3:26])[N:4]1[C:27]([O:29][C:30]([CH3:32])([CH3:31])[CH3:33])=[O:28]. (3) Reactant: C(OC1C=CC(C([C:27]([O:29][CH3:30])=[O:28])[C:27]([O:29][CH3:30])=[O:28])=CC=1)CCCCCCCCCCCCCCCCC.[CH3:35][O:36][C:37](=[O:102])[CH2:38][C:39]1[CH:44]=[C:43]([O:45][CH2:46][CH2:47][CH2:48][CH2:49][CH2:50][CH2:51][CH2:52][CH2:53][CH2:54][CH2:55][CH2:56][CH2:57][CH2:58][CH2:59][CH2:60][CH2:61][CH2:62][CH3:63])[C:42]([O:64][CH2:65][CH2:66][CH2:67][CH2:68][CH2:69][CH2:70][CH2:71][CH2:72][CH2:73][CH2:74][CH2:75][CH2:76][CH2:77][CH2:78][CH2:79][CH2:80][CH2:81][CH3:82])=[C:41]([O:83][CH2:84][CH2:85][CH2:86][CH2:87][CH2:88][CH2:89][CH2:90][CH2:91][CH2:92][CH2:93][CH2:94][CH2:95][CH2:96][CH2:97][CH2:98][CH2:99][CH2:100][CH3:101])[CH:40]=1.[H-].[Na+].C(=O)(OC)OC. Product: [CH2:84]([O:83][C:41]1[CH:40]=[C:39]([CH:38]([C:27]([O:29][CH3:30])=[O:28])[C:37]([O:36][CH3:35])=[O:102])[CH:44]=[C:43]([O:45][CH2:46][CH2:47][CH2:48][CH2:49][CH2:50][CH2:51][CH2:52][CH2:53][CH2:54][CH2:55][CH2:56][CH2:57][CH2:58][CH2:59][CH2:60][CH2:61][CH2:62][CH3:63])[C:42]=1[O:64][CH2:65][CH2:66][CH2:67][CH2:68][CH2:69][CH2:70][CH2:71][CH2:72][CH2:73][CH2:74][CH2:75][CH2:76][CH2:77][CH2:78][CH2:79][CH2:80][CH2:81][CH3:82])[CH2:85][CH2:86][CH2:87][CH2:88][CH2:89][CH2:90][CH2:91][CH2:92][CH2:93][CH2:94][CH2:95][CH2:96][CH2:97][CH2:98][CH2:99][CH2:100][CH3:101]. The catalyst class is: 1. (4) Reactant: [CH3:1][C:2]1[N:7]=[CH:6][C:5]([C:8]2[CH:13]=[CH:12][C:11]([C:14]([F:17])([F:16])[F:15])=[CH:10][CH:9]=2)=[CH:4][N:3]=1.[Br:18]N1C(=O)CCC1=O.N(C(C)(C)C#N)=NC(C)(C)C#N. Product: [Br:18][CH2:1][C:2]1[N:3]=[CH:4][C:5]([C:8]2[CH:9]=[CH:10][C:11]([C:14]([F:17])([F:15])[F:16])=[CH:12][CH:13]=2)=[CH:6][N:7]=1. The catalyst class is: 53. (5) Reactant: [N+:1]([C:4]1[CH:9]=[CH:8][C:7]([N:10]2[CH2:15][CH2:14][NH:13][CH2:12][CH2:11]2)=[CH:6][CH:5]=1)([O-:3])=[O:2].[C:16]([O:20][C:21](O[C:21]([O:20][C:16]([CH3:19])([CH3:18])[CH3:17])=[O:22])=[O:22])([CH3:19])([CH3:18])[CH3:17]. Product: [C:16]([O:20][C:21]([N:13]1[CH2:14][CH2:15][N:10]([C:7]2[CH:6]=[CH:5][C:4]([N+:1]([O-:3])=[O:2])=[CH:9][CH:8]=2)[CH2:11][CH2:12]1)=[O:22])([CH3:19])([CH3:18])[CH3:17]. The catalyst class is: 1.